From a dataset of Peptide-MHC class I binding affinity with 185,985 pairs from IEDB/IMGT. Regression. Given a peptide amino acid sequence and an MHC pseudo amino acid sequence, predict their binding affinity value. This is MHC class I binding data. (1) The peptide sequence is YSDIPRLKK. The MHC is HLA-A11:01 with pseudo-sequence HLA-A11:01. The binding affinity (normalized) is 0.584. (2) The binding affinity (normalized) is 0.0847. The MHC is HLA-A68:02 with pseudo-sequence HLA-A68:02. The peptide sequence is VTENKKIQY. (3) The peptide sequence is ATLLSQVEV. The MHC is HLA-B27:05 with pseudo-sequence HLA-B27:05. The binding affinity (normalized) is 0.0847.